Predict the reactants needed to synthesize the given product. From a dataset of Full USPTO retrosynthesis dataset with 1.9M reactions from patents (1976-2016). (1) The reactants are: [OH:1][C:2]1[CH:3]=[C:4]([C:8]2[C:17]3[C:12](=[C:13]([C:18]([F:21])([F:20])[F:19])[CH:14]=[CH:15][CH:16]=3)[N:11]=[CH:10][C:9]=2[C:22]([C:24]2[CH:29]=[CH:28][CH:27]=[CH:26][CH:25]=2)=[O:23])[CH:5]=[CH:6][CH:7]=1.Br[CH:31]([CH3:33])[CH3:32]. Given the product [CH:31]([O:1][C:2]1[CH:3]=[C:4]([C:8]2[C:17]3[C:12](=[C:13]([C:18]([F:21])([F:19])[F:20])[CH:14]=[CH:15][CH:16]=3)[N:11]=[CH:10][C:9]=2[C:22]([C:24]2[CH:25]=[CH:26][CH:27]=[CH:28][CH:29]=2)=[O:23])[CH:5]=[CH:6][CH:7]=1)([CH3:33])[CH3:32], predict the reactants needed to synthesize it. (2) Given the product [CH3:46][O:45][C:42]1[CH:43]=[CH:44][C:39]([C:38](=[O:47])[C:6](=[P:7]([C:20]2[CH:25]=[CH:24][CH:23]=[CH:22][CH:21]=2)([C:8]2[CH:13]=[CH:12][CH:11]=[CH:10][CH:9]=2)[C:14]2[CH:15]=[CH:16][CH:17]=[CH:18][CH:19]=2)[C:1]([O:3][CH2:4][CH3:5])=[O:2])=[CH:40][CH:41]=1, predict the reactants needed to synthesize it. The reactants are: [C:1]([CH:6]=[P:7]([C:20]1[CH:25]=[CH:24][CH:23]=[CH:22][CH:21]=1)([C:14]1[CH:19]=[CH:18][CH:17]=[CH:16][CH:15]=1)[C:8]1[CH:13]=[CH:12][CH:11]=[CH:10][CH:9]=1)([O:3][CH2:4][CH3:5])=[O:2].C/C(/O[Si](C)(C)C)=N\[Si](C)(C)C.[C:38](Cl)(=[O:47])[C:39]1[CH:44]=[CH:43][C:42]([O:45][CH3:46])=[CH:41][CH:40]=1. (3) Given the product [N:18]1([C:2]2[CH:3]=[C:4]3[C:8](=[CH:9][CH:10]=2)[C:7](=[O:11])[CH2:6][CH2:5]3)[CH2:23][CH2:22][O:21][CH2:20][CH2:19]1, predict the reactants needed to synthesize it. The reactants are: Br[C:2]1[CH:3]=[C:4]2[C:8](=[CH:9][CH:10]=1)[C:7](=[O:11])[CH2:6][CH2:5]2.C([O-])([O-])=O.[Cs+].[Cs+].[NH:18]1[CH2:23][CH2:22][O:21][CH2:20][CH2:19]1.N#N. (4) Given the product [OH:10][C:11]1[CH:19]=[CH:18][C:17]([N+:20]([O-:22])=[O:21])=[CH:16][C:12]=1[C:13]([O:15][CH3:2])=[O:14], predict the reactants needed to synthesize it. The reactants are: F[C:2]1C(N)=NC(N)=NC=1.[OH:10][C:11]1[CH:19]=[CH:18][C:17]([N+:20]([O-:22])=[O:21])=[CH:16][C:12]=1[C:13]([OH:15])=[O:14].C(=O)([O-])[O-].[K+].[K+].IC.